From a dataset of NCI-60 drug combinations with 297,098 pairs across 59 cell lines. Regression. Given two drug SMILES strings and cell line genomic features, predict the synergy score measuring deviation from expected non-interaction effect. (1) Drug 1: C1=NC2=C(N1)C(=S)N=CN2. Drug 2: COC1=NC(=NC2=C1N=CN2C3C(C(C(O3)CO)O)O)N. Cell line: RXF 393. Synergy scores: CSS=1.27, Synergy_ZIP=-3.46, Synergy_Bliss=-5.55, Synergy_Loewe=-5.68, Synergy_HSA=-4.38. (2) Drug 1: CCC1(CC2CC(C3=C(CCN(C2)C1)C4=CC=CC=C4N3)(C5=C(C=C6C(=C5)C78CCN9C7C(C=CC9)(C(C(C8N6C=O)(C(=O)OC)O)OC(=O)C)CC)OC)C(=O)OC)O.OS(=O)(=O)O. Drug 2: C(CCl)NC(=O)N(CCCl)N=O. Cell line: MDA-MB-435. Synergy scores: CSS=32.4, Synergy_ZIP=-4.24, Synergy_Bliss=-9.44, Synergy_Loewe=-42.7, Synergy_HSA=-9.68. (3) Drug 1: CC1=C(N=C(N=C1N)C(CC(=O)N)NCC(C(=O)N)N)C(=O)NC(C(C2=CN=CN2)OC3C(C(C(C(O3)CO)O)O)OC4C(C(C(C(O4)CO)O)OC(=O)N)O)C(=O)NC(C)C(C(C)C(=O)NC(C(C)O)C(=O)NCCC5=NC(=CS5)C6=NC(=CS6)C(=O)NCCC[S+](C)C)O. Drug 2: CN1C2=C(C=C(C=C2)N(CCCl)CCCl)N=C1CCCC(=O)O.Cl. Cell line: M14. Synergy scores: CSS=21.7, Synergy_ZIP=-2.84, Synergy_Bliss=0.458, Synergy_Loewe=-15.1, Synergy_HSA=2.20. (4) Drug 1: C1=CC=C(C(=C1)C(C2=CC=C(C=C2)Cl)C(Cl)Cl)Cl. Drug 2: CN(C(=O)NC(C=O)C(C(C(CO)O)O)O)N=O. Cell line: 786-0. Synergy scores: CSS=-1.48, Synergy_ZIP=0.211, Synergy_Bliss=-0.391, Synergy_Loewe=-0.578, Synergy_HSA=-0.757. (5) Drug 1: COC1=CC(=CC(=C1O)OC)C2C3C(COC3=O)C(C4=CC5=C(C=C24)OCO5)OC6C(C(C7C(O6)COC(O7)C8=CC=CS8)O)O. Drug 2: CC=C1C(=O)NC(C(=O)OC2CC(=O)NC(C(=O)NC(CSSCCC=C2)C(=O)N1)C(C)C)C(C)C. Cell line: MDA-MB-231. Synergy scores: CSS=65.8, Synergy_ZIP=3.26, Synergy_Bliss=6.40, Synergy_Loewe=3.97, Synergy_HSA=9.04. (6) Drug 1: C1C(C(OC1N2C=NC3=C(N=C(N=C32)Cl)N)CO)O. Drug 2: CS(=O)(=O)OCCCCOS(=O)(=O)C. Cell line: HL-60(TB). Synergy scores: CSS=63.1, Synergy_ZIP=-4.74, Synergy_Bliss=-7.00, Synergy_Loewe=-5.89, Synergy_HSA=-3.05. (7) Drug 1: C1=CC(=CC=C1CCC2=CNC3=C2C(=O)NC(=N3)N)C(=O)NC(CCC(=O)O)C(=O)O. Drug 2: CC1CCC2CC(C(=CC=CC=CC(CC(C(=O)C(C(C(=CC(C(=O)CC(OC(=O)C3CCCCN3C(=O)C(=O)C1(O2)O)C(C)CC4CCC(C(C4)OC)OCCO)C)C)O)OC)C)C)C)OC. Cell line: UACC62. Synergy scores: CSS=20.2, Synergy_ZIP=-5.23, Synergy_Bliss=1.15, Synergy_Loewe=3.99, Synergy_HSA=4.91. (8) Drug 1: CCN(CC)CCCC(C)NC1=C2C=C(C=CC2=NC3=C1C=CC(=C3)Cl)OC. Drug 2: B(C(CC(C)C)NC(=O)C(CC1=CC=CC=C1)NC(=O)C2=NC=CN=C2)(O)O. Cell line: U251. Synergy scores: CSS=28.8, Synergy_ZIP=1.92, Synergy_Bliss=3.74, Synergy_Loewe=-14.3, Synergy_HSA=3.81. (9) Drug 1: CC1C(C(CC(O1)OC2CC(CC3=C2C(=C4C(=C3O)C(=O)C5=C(C4=O)C(=CC=C5)OC)O)(C(=O)C)O)N)O.Cl. Drug 2: C1CNP(=O)(OC1)N(CCCl)CCCl. Cell line: A498. Synergy scores: CSS=4.65, Synergy_ZIP=-4.24, Synergy_Bliss=-0.416, Synergy_Loewe=-26.1, Synergy_HSA=-2.97. (10) Drug 1: C1CCC(C1)C(CC#N)N2C=C(C=N2)C3=C4C=CNC4=NC=N3. Drug 2: CC1=CC2C(CCC3(C2CCC3(C(=O)C)OC(=O)C)C)C4(C1=CC(=O)CC4)C. Cell line: SNB-75. Synergy scores: CSS=-4.73, Synergy_ZIP=4.75, Synergy_Bliss=2.88, Synergy_Loewe=-1.98, Synergy_HSA=-2.87.